From a dataset of Reaction yield outcomes from USPTO patents with 853,638 reactions. Predict the reaction yield, written as a fraction of the theoretical maximum amount of product (1.0 means a 100% yield; for example, 0.34 means a 34% yield). (1) The reactants are Br[C:2]1[CH:3]=[C:4]2[C:8](=[CH:9][CH:10]=1)[N:7]([C:11]1[CH:16]=[CH:15][C:14]([F:17])=[CH:13][CH:12]=1)[N:6]=[CH:5]2.[Li]CCCC.[CH2:23]([O:25][C:26]([C:28]1[N:29]([CH2:39][CH:40]=[CH2:41])[CH:30]=[C:31]([C:33](=[O:38])[C:34]([F:37])([F:36])[F:35])[CH:32]=1)=[O:27])[CH3:24]. The catalyst is C1COCC1. The product is [CH2:23]([O:25][C:26]([C:28]1[N:29]([CH2:39][CH:40]=[CH2:41])[CH:30]=[C:31]([C:33]([C:2]2[CH:3]=[C:4]3[C:8](=[CH:9][CH:10]=2)[N:7]([C:11]2[CH:16]=[CH:15][C:14]([F:17])=[CH:13][CH:12]=2)[N:6]=[CH:5]3)([OH:38])[C:34]([F:36])([F:35])[F:37])[CH:32]=1)=[O:27])[CH3:24]. The yield is 0.320. (2) The reactants are [ClH:1].C(OCC)(=O)C.[CH2:8]([O:10][C:11]1[CH:12]=[C:13]2[C:18](=[CH:19][CH:20]=1)[C@H:17]([C:21](=[O:38])[NH:22][C:23]1[CH:28]=[C:27]([F:29])[C:26]([C:30]([CH3:36])([CH3:35])[CH2:31][O:32][CH2:33][CH3:34])=[C:25]([F:37])[CH:24]=1)[N:16](C(OC(C)(C)C)=O)[CH2:15][CH2:14]2)[CH3:9]. The catalyst is C(OCC)(=O)C. The product is [ClH:1].[CH2:8]([O:10][C:11]1[CH:12]=[C:13]2[C:18](=[CH:19][CH:20]=1)[C@H:17]([C:21]([NH:22][C:23]1[CH:28]=[C:27]([F:29])[C:26]([C:30]([CH3:35])([CH3:36])[CH2:31][O:32][CH2:33][CH3:34])=[C:25]([F:37])[CH:24]=1)=[O:38])[NH:16][CH2:15][CH2:14]2)[CH3:9]. The yield is 0.970. (3) The reactants are [C:1]([O:5][C:6]([N:8]([C:31]([O:33][C:34]([CH3:37])([CH3:36])[CH3:35])=[O:32])[C:9]1[N:14]=[CH:13][C:12]([C:15]2[CH:20]=[C:19]([O:21][C:22]3[CH:23]=[N:24][C:25]([N+:28]([O-])=O)=[CH:26][CH:27]=3)[CH:18]=[CH:17][N:16]=2)=[CH:11][CH:10]=1)=[O:7])([CH3:4])([CH3:3])[CH3:2]. The catalyst is CCOC(C)=O.CO.[Pd]. The product is [C:34]([O:33][C:31]([N:8]([C:6]([O:5][C:1]([CH3:4])([CH3:3])[CH3:2])=[O:7])[C:9]1[N:14]=[CH:13][C:12]([C:15]2[CH:20]=[C:19]([O:21][C:22]3[CH:23]=[N:24][C:25]([NH2:28])=[CH:26][CH:27]=3)[CH:18]=[CH:17][N:16]=2)=[CH:11][CH:10]=1)=[O:32])([CH3:37])([CH3:36])[CH3:35]. The yield is 0.970. (4) The reactants are [Si:1]([O:8][CH2:9]/[CH:10]=[N:11]/[NH:12][C:13]([O:15][C:16]([CH3:19])([CH3:18])[CH3:17])=[O:14])([C:4]([CH3:7])([CH3:6])[CH3:5])([CH3:3])[CH3:2]. The catalyst is CO.[Pd]. The product is [Si:1]([O:8][CH2:9][CH2:10][NH:11][NH:12][C:13]([O:15][C:16]([CH3:19])([CH3:18])[CH3:17])=[O:14])([C:4]([CH3:7])([CH3:6])[CH3:5])([CH3:3])[CH3:2]. The yield is 0.550. (5) The reactants are [CH3:1][O:2][C:3]1[CH:4]=[C:5]2[C:9](=[CH:10][C:11]=1[O:12][CH3:13])[CH2:8][C:7]([C:14]([OH:16])=O)=[CH:6]2.C(Cl)(=O)C(Cl)=O.[NH2:23][C:24]1[CH:33]=[CH:32][CH:31]=[CH:30][C:25]=1[C:26]([O:28][CH3:29])=[O:27].C(N(CC)CC)C. The catalyst is C(Cl)Cl.O.CN(C=O)C. The product is [CH3:1][O:2][C:3]1[CH:4]=[C:5]2[C:9](=[CH:10][C:11]=1[O:12][CH3:13])[CH2:8][C:7]([C:14]([NH:23][C:24]1[CH:33]=[CH:32][CH:31]=[CH:30][C:25]=1[C:26]([O:28][CH3:29])=[O:27])=[O:16])=[CH:6]2. The yield is 0.380.